This data is from Peptide-MHC class I binding affinity with 185,985 pairs from IEDB/IMGT. The task is: Regression. Given a peptide amino acid sequence and an MHC pseudo amino acid sequence, predict their binding affinity value. This is MHC class I binding data. (1) The peptide sequence is SLTETTNQK. The MHC is HLA-A74:01 with pseudo-sequence HLA-A74:01. The binding affinity (normalized) is 0.0847. (2) The peptide sequence is MKWMMAMKY. The MHC is HLA-A69:01 with pseudo-sequence HLA-A69:01. The binding affinity (normalized) is 0.0847. (3) The peptide sequence is HVKINDKCP. The MHC is H-2-Ld with pseudo-sequence H-2-Ld. The binding affinity (normalized) is 0.00250. (4) The peptide sequence is FPFLYKFLL. The MHC is HLA-A24:02 with pseudo-sequence HLA-A24:02. The binding affinity (normalized) is 0.207. (5) The peptide sequence is YKEPNSIIL. The MHC is HLA-B07:02 with pseudo-sequence HLA-B07:02. The binding affinity (normalized) is 0.0847. (6) The peptide sequence is SLYDQKEINA. The MHC is HLA-A02:01 with pseudo-sequence HLA-A02:01. The binding affinity (normalized) is 0.484. (7) The peptide sequence is RRIFDLIEL. The MHC is HLA-A68:01 with pseudo-sequence HLA-A68:01. The binding affinity (normalized) is 0. (8) The binding affinity (normalized) is 0. The MHC is HLA-A02:06 with pseudo-sequence HLA-A02:06. The peptide sequence is ERILSTYLGR. (9) The peptide sequence is EVERLMELPV. The MHC is HLA-A02:01 with pseudo-sequence HLA-A02:01. The binding affinity (normalized) is 0.298.